From a dataset of Forward reaction prediction with 1.9M reactions from USPTO patents (1976-2016). Predict the product of the given reaction. (1) Given the reactants [CH3:1][C:2]1[CH:3]=[CH:4][C:5]([N:8]2[C:12]3[CH:13]=[CH:14][CH:15]=[CH:16][C:11]=3[NH:10][S:9]2(=[O:18])=[O:17])=[N:6][CH:7]=1.C(=O)([O-])[O-].[K+].[K+].C(=O)([O-])[O-].[Cs+].[Cs+].Br[CH2:32][CH2:33][CH2:34][Cl:35], predict the reaction product. The product is: [Cl:35][CH2:34][CH2:33][CH2:32][N:10]1[C:11]2[CH:16]=[CH:15][CH:14]=[CH:13][C:12]=2[N:8]([C:5]2[CH:4]=[CH:3][C:2]([CH3:1])=[CH:7][N:6]=2)[S:9]1(=[O:18])=[O:17]. (2) Given the reactants Cl[C:2]1[CH:7]=[C:6]([O:8][C:9]2[CH:10]=[C:11]([CH:16]=[CH:17][CH:18]=2)[C:12]([O:14][CH3:15])=[O:13])[CH:5]=[CH:4][N:3]=1.[CH3:19][C:20]1[N:21]=[C:22]([NH2:25])[S:23][CH:24]=1.P([O-])([O-])([O-])=O.[K+].[K+].[K+].O, predict the reaction product. The product is: [CH3:19][C:20]1[N:21]=[C:22]([NH:25][C:2]2[CH:7]=[C:6]([O:8][C:9]3[CH:10]=[C:11]([CH:16]=[CH:17][CH:18]=3)[C:12]([O:14][CH3:15])=[O:13])[CH:5]=[CH:4][N:3]=2)[S:23][CH:24]=1. (3) Given the reactants [Cl:1][C:2]1[N:7]=[C:6]([C:8]2[CH:13]=[CH:12][CH:11]=[C:10]([O:14][CH2:15][O:16][CH3:17])[CH:9]=2)[N:5]=[C:4]([C:18]2[C:19]([CH3:24])=[N:20][O:21][C:22]=2[CH3:23])[C:3]=1[CH3:25].C1C(=O)N([Cl:33])C(=O)C1.CCOC(C)=O, predict the reaction product. The product is: [Cl:1][C:2]1[N:7]=[C:6]([C:8]2[CH:9]=[C:10]([O:14][CH2:15][O:16][CH3:17])[CH:11]=[CH:12][C:13]=2[Cl:33])[N:5]=[C:4]([C:18]2[C:19]([CH3:24])=[N:20][O:21][C:22]=2[CH3:23])[C:3]=1[CH3:25]. (4) Given the reactants Br[C:2]1[CH:3]=[C:4]2[C:9](=[CH:10][CH:11]=1)[N:8]([CH3:12])[C:7](=[O:13])[N:6]([CH3:14])[CH:5]2[C:15]1[CH:20]=[CH:19][CH:18]=[CH:17][CH:16]=1.[CH3:21][C:22]1[C:26](B(O)O)=[C:25]([CH3:30])[O:24][N:23]=1, predict the reaction product. The product is: [CH3:21][C:22]1[C:26]([C:2]2[CH:3]=[C:4]3[C:9](=[CH:10][CH:11]=2)[N:8]([CH3:12])[C:7](=[O:13])[N:6]([CH3:14])[CH:5]3[C:15]2[CH:20]=[CH:19][CH:18]=[CH:17][CH:16]=2)=[C:25]([CH3:30])[O:24][N:23]=1.